From a dataset of Catalyst prediction with 721,799 reactions and 888 catalyst types from USPTO. Predict which catalyst facilitates the given reaction. (1) Reactant: [CH2:1]([C:3]1[C:11]2[C:6](=[C:7]([O:17][CH3:18])[CH:8]=[C:9]([C:12]([O:14]CC)=[O:13])[CH:10]=2)[N:5]([CH3:19])[N:4]=1)[CH3:2].[Li+].[OH-]. Product: [CH2:1]([C:3]1[C:11]2[C:6](=[C:7]([O:17][CH3:18])[CH:8]=[C:9]([C:12]([OH:14])=[O:13])[CH:10]=2)[N:5]([CH3:19])[N:4]=1)[CH3:2]. The catalyst class is: 1. (2) Reactant: [CH2:1]([NH2:19])[CH2:2][CH2:3][CH2:4][CH2:5][CH2:6][CH2:7][CH2:8]/[CH:9]=[CH:10]\[CH2:11][CH2:12][CH2:13][CH2:14][CH2:15][CH2:16][CH2:17][CH3:18].C([O-])([O-])=O.[Na+].[Na+].[Cl:26][CH2:27][C:28](Cl)=[O:29]. Product: [Cl:26][CH2:27][C:28]([NH:19][CH2:1][CH2:2][CH2:3][CH2:4][CH2:5][CH2:6][CH2:7][CH2:8]/[CH:9]=[CH:10]\[CH2:11][CH2:12][CH2:13][CH2:14][CH2:15][CH2:16][CH2:17][CH3:18])=[O:29]. The catalyst class is: 6. (3) Reactant: [C:1]([O:5][C:6]([N:8]1[CH2:13][CH2:12][N:11]([CH2:14][CH2:15][CH2:16][S:17](=[O:33])(=[O:32])[NH:18]C(C2C=CC=CC=2)C2C=CC=CC=2)[CH2:10][CH2:9]1)=[O:7])([CH3:4])([CH3:3])[CH3:2]. Product: [C:1]([O:5][C:6]([N:8]1[CH2:13][CH2:12][N:11]([CH2:14][CH2:15][CH2:16][S:17](=[O:32])(=[O:33])[NH2:18])[CH2:10][CH2:9]1)=[O:7])([CH3:4])([CH3:2])[CH3:3]. The catalyst class is: 293. (4) Reactant: [CH2:1]([NH:8][CH2:9][CH2:10][O:11][CH2:12][C:13]1[CH:18]=[CH:17][CH:16]=[CH:15][CH:14]=1)[C:2]1[CH:7]=[CH:6][CH:5]=[CH:4][CH:3]=1.[N+:19]([C:22]1[CH:23]=[C:24]([C@@H:28]2[CH2:30][O:29]2)[CH:25]=[CH:26][CH:27]=1)([O-:21])=[O:20]. Product: [CH2:1]([N:8]([CH2:9][CH2:10][O:11][CH2:12][C:13]1[CH:18]=[CH:17][CH:16]=[CH:15][CH:14]=1)[CH2:30][C@@H:28]([C:24]1[CH:25]=[CH:26][CH:27]=[C:22]([N+:19]([O-:21])=[O:20])[CH:23]=1)[OH:29])[C:2]1[CH:3]=[CH:4][CH:5]=[CH:6][CH:7]=1. The catalyst class is: 41. (5) Reactant: [CH3:1][S:2][C:3]1[N:8]=[CH:7][C:6](B2OC(C)(C)C(C)(C)O2)=[CH:5][N:4]=1.B1([O-])O[O:19]1.O.O.O.O.[Na+].CCOC(C)=O. Product: [CH3:1][S:2][C:3]1[N:8]=[CH:7][C:6]([OH:19])=[CH:5][N:4]=1. The catalyst class is: 20.